This data is from Catalyst prediction with 721,799 reactions and 888 catalyst types from USPTO. The task is: Predict which catalyst facilitates the given reaction. (1) Reactant: O.[OH-].[Li+].[F:4][C:5]1[CH:6]=[C:7]([C:12]2[CH:17]=[CH:16][C:15]([C:18]([NH:20][C@@H:21]([C:29]([O:31]C)=[O:30])[C@H:22]([CH3:28])[O:23][C:24]([CH3:27])([CH3:26])[CH3:25])=[O:19])=[C:14]([NH:33][C:34]([NH:36][C:37]3[C:42]([CH3:43])=[CH:41][C:40]([CH3:44])=[CH:39][C:38]=3[CH3:45])=[O:35])[CH:13]=2)[CH:8]=[CH:9][C:10]=1[F:11].O.Cl. Product: [F:4][C:5]1[CH:6]=[C:7]([C:12]2[CH:17]=[CH:16][C:15]([C:18]([NH:20][C@@H:21]([C:29]([OH:31])=[O:30])[C@H:22]([CH3:28])[O:23][C:24]([CH3:25])([CH3:26])[CH3:27])=[O:19])=[C:14]([NH:33][C:34]([NH:36][C:37]3[C:38]([CH3:45])=[CH:39][C:40]([CH3:44])=[CH:41][C:42]=3[CH3:43])=[O:35])[CH:13]=2)[CH:8]=[CH:9][C:10]=1[F:11]. The catalyst class is: 12. (2) Reactant: Br[C:2]1[CH:3]=[CH:4][C:5]([O:8][CH3:9])=[N:6][CH:7]=1.[Li]CCCC.[O:15]1[C:19]2([CH2:24][CH2:23][C:22](=[O:25])[CH2:21][CH2:20]2)[O:18][CH2:17][CH2:16]1. Product: [CH3:9][O:8][C:5]1[N:6]=[CH:7][C:2]([C:22]2([OH:25])[CH2:23][CH2:24][C:19]3([O:18][CH2:17][CH2:16][O:15]3)[CH2:20][CH2:21]2)=[CH:3][CH:4]=1. The catalyst class is: 116. (3) Reactant: [Cl:1][C:2]1[CH:3]=[C:4]([C:25]2[C:30]([F:31])=[CH:29][CH:28]=[CH:27][C:26]=2[F:32])[CH:5]=[C:6]([N+:22]([O-])=O)[C:7]=1[NH:8][C:9]([C:11]1[N:12]([CH3:21])[N:13]=[C:14]([C:17]([CH3:20])([CH3:19])[CH3:18])[C:15]=1[Cl:16])=O. Product: [C:17]([C:14]1[C:15]([Cl:16])=[C:11]([C:9]2[NH:8][C:7]3[C:2]([Cl:1])=[CH:3][C:4]([C:25]4[C:30]([F:31])=[CH:29][CH:28]=[CH:27][C:26]=4[F:32])=[CH:5][C:6]=3[N:22]=2)[N:12]([CH3:21])[N:13]=1)([CH3:20])([CH3:19])[CH3:18]. The catalyst class is: 292. (4) Reactant: C([O:4][C@@H:5]1[C@@H:10]([O:11]C(=O)C)[C@H:9]([C:15]2[CH:20]=[CH:19][C:18]([Cl:21])=[C:17]([CH2:22][C:23]3[CH:28]=[CH:27][C:26]([O:29][CH2:30][CH3:31])=[CH:25][CH:24]=3)[CH:16]=2)[O:8]/[C:7](=[N:32]\[OH:33])/[C@H:6]1[O:34]C(=O)C)(=O)C.N. Product: [Cl:21][C:18]1[CH:19]=[CH:20][C:15]([C@@H:9]2[O:8][C:7](=[N:32][OH:33])[C@@H:6]([OH:34])[C@H:5]([OH:4])[C@H:10]2[OH:11])=[CH:16][C:17]=1[CH2:22][C:23]1[CH:28]=[CH:27][C:26]([O:29][CH2:30][CH3:31])=[CH:25][CH:24]=1. The catalyst class is: 5. (5) Product: [NH2:1][C:2]1[C:7]([F:8])=[CH:6][C:5]([O:9][C:18]2[CH:23]=[CH:22][N:21]=[C:20]([C:24]([NH2:26])=[O:25])[CH:19]=2)=[C:4]([F:10])[CH:3]=1. The catalyst class is: 16. Reactant: [NH2:1][C:2]1[C:7]([F:8])=[CH:6][C:5]([OH:9])=[C:4]([F:10])[CH:3]=1.CC(C)([O-])C.[K+].Cl[C:18]1[CH:23]=[CH:22][N:21]=[C:20]([C:24]([NH2:26])=[O:25])[CH:19]=1.[OH-].[Na+]. (6) Reactant: [Br:1][C:2]1[CH:3]=[C:4]([Cl:14])[C:5]([C:9]([O:11][CH2:12][CH3:13])=[O:10])=[N+:6]([O-])[CH:7]=1.FC(F)(F)C(OC(=O)C(F)(F)F)=[O:18]. Product: [Br:1][C:2]1[C:7](=[O:18])[NH:6][C:5]([C:9]([O:11][CH2:12][CH3:13])=[O:10])=[C:4]([Cl:14])[CH:3]=1. The catalyst class is: 9. (7) Reactant: [Br:1][C:2]1[C:3]([Cl:20])=[C:4]([NH:12][C:13](=[O:19])[O:14][C:15]([CH3:18])([CH3:17])[CH3:16])[CH:5]=[C:6]([O:8][CH:9]([F:11])[F:10])[CH:7]=1.C[Si]([N-][Si](C)(C)C)(C)C.[Na+].[CH3:31][O:32][C:33]1[CH:40]=[CH:39][C:36]([CH2:37]Cl)=[CH:35][CH:34]=1.CCOC(C)=O. The catalyst class is: 3. Product: [Br:1][C:2]1[C:3]([Cl:20])=[C:4]([N:12]([CH2:37][C:36]2[CH:39]=[CH:40][C:33]([O:32][CH3:31])=[CH:34][CH:35]=2)[C:13](=[O:19])[O:14][C:15]([CH3:16])([CH3:17])[CH3:18])[CH:5]=[C:6]([O:8][CH:9]([F:11])[F:10])[CH:7]=1. (8) Reactant: [CH3:1][C:2]1([CH3:10])[NH:7][C:6](=[O:8])[CH2:5][C:4](=O)[CH2:3]1.[F:11][C:12]([F:21])([F:20])[C:13]1[CH:14]=[C:15]([CH:17]=[CH:18][CH:19]=1)[NH2:16].FC(F)(F)S([O-])(=O)=O.[Yb+3].FC(F)(F)S([O-])(=O)=O.FC(F)(F)S([O-])(=O)=O. Product: [CH3:1][C:2]1([CH3:10])[NH:7][C:6](=[O:8])[CH:5]=[C:4]([NH:16][C:15]2[CH:17]=[CH:18][CH:19]=[C:13]([C:12]([F:11])([F:20])[F:21])[CH:14]=2)[CH2:3]1. The catalyst class is: 11. (9) Reactant: C[O:2][C:3]1[CH:4]=[C:5]2[C:9](=[CH:10][CH:11]=1)[C:8](=[O:12])[CH2:7][CH2:6]2.B(Br)(Br)Br. Product: [OH:2][C:3]1[CH:4]=[C:5]2[C:9](=[CH:10][CH:11]=1)[C:8](=[O:12])[CH2:7][CH2:6]2. The catalyst class is: 4. (10) Reactant: [C:1]1([S:7]([CH2:10][C:11]([NH:13][NH2:14])=[O:12])(=[O:9])=[O:8])[CH:6]=[CH:5][CH:4]=[CH:3][CH:2]=1.[CH:15]1([C:18](O)=O)[CH2:17][CH2:16]1. Product: [C:1]1([S:7]([CH2:10][C:11]2[O:12][C:18]([CH:15]3[CH2:17][CH2:16]3)=[N:14][N:13]=2)(=[O:8])=[O:9])[CH:2]=[CH:3][CH:4]=[CH:5][CH:6]=1. The catalyst class is: 286.